Dataset: Forward reaction prediction with 1.9M reactions from USPTO patents (1976-2016). Task: Predict the product of the given reaction. (1) The product is: [Cl:36][C:18]1[CH:17]=[C:16]([NH:15][C:13]2[C:14]3[N:6]([CH2:5][CH2:4][NH:3][C:39](=[O:40])[C:38]([CH3:42])([S:43]([CH3:46])(=[O:45])=[O:44])[CH3:37])[CH:7]=[CH:8][C:9]=3[N:10]=[CH:11][N:12]=2)[CH:21]=[CH:20][C:19]=1[O:22][C:23]1[CH:28]=[CH:27][CH:26]=[C:25]([S:29]([CH2:32][CH:33]2[CH2:35][CH2:34]2)(=[O:31])=[O:30])[CH:24]=1. Given the reactants Cl.Cl.[NH2:3][CH2:4][CH2:5][N:6]1[C:14]2[C:13]([NH:15][C:16]3[CH:21]=[CH:20][C:19]([O:22][C:23]4[CH:28]=[CH:27][CH:26]=[C:25]([S:29]([CH2:32][CH:33]5[CH2:35][CH2:34]5)(=[O:31])=[O:30])[CH:24]=4)=[C:18]([Cl:36])[CH:17]=3)=[N:12][CH:11]=[N:10][C:9]=2[CH:8]=[CH:7]1.[CH3:37][C:38]([S:43]([CH3:46])(=[O:45])=[O:44])([CH3:42])[C:39](O)=[O:40].Cl.C(N=C=NCCCN(C)C)C.O.ON1C2C=CC=CC=2N=N1, predict the reaction product. (2) Given the reactants C(=O)([O-])[O-].[K+].[K+].[OH:7][C:8]1[CH:13]=[C:12]([OH:14])[CH:11]=[CH:10][C:9]=1[C:15](=[O:17])[CH3:16].[CH2:18](Br)[C:19]1[CH:24]=[CH:23][CH:22]=[CH:21][CH:20]=1, predict the reaction product. The product is: [CH2:18]([O:7][C:8]1[CH:13]=[C:12]([O:14][CH2:15][C:9]2[CH:10]=[CH:11][CH:12]=[CH:13][CH:8]=2)[CH:11]=[CH:10][C:9]=1[C:15](=[O:17])[CH3:16])[C:19]1[CH:24]=[CH:23][CH:22]=[CH:21][CH:20]=1. (3) Given the reactants [CH3:1][O:2][C:3]1[CH:15]=[CH:14][C:6]([CH2:7][NH:8][C:9]2[S:10][CH:11]=[CH:12][N:13]=2)=[CH:5][CH:4]=1.C[Si]([N-][Si](C)(C)C)(C)C.[Li+].[Cl:26][C:27]1[C:36]2[C:31](=[C:32]([CH3:41])[C:33]([S:37](Cl)(=[O:39])=[O:38])=[CH:34][CH:35]=2)[N:30]=[CH:29][CH:28]=1.[NH4+].[Cl-], predict the reaction product. The product is: [Cl:26][C:27]1[C:36]2[C:31](=[C:32]([CH3:41])[C:33]([S:37]([N:8]([CH2:7][C:6]3[CH:5]=[CH:4][C:3]([O:2][CH3:1])=[CH:15][CH:14]=3)[C:9]3[S:10][CH:11]=[CH:12][N:13]=3)(=[O:38])=[O:39])=[CH:34][CH:35]=2)[N:30]=[CH:29][CH:28]=1. (4) Given the reactants [N:1]1([C:8]2[CH:18]=[CH:17][C:11]([C:12]([O:14][CH2:15][CH3:16])=[O:13])=[CH:10][CH:9]=2)[CH2:7][CH2:6][CH2:5][NH:4][CH2:3][CH2:2]1.C(O[C:22]1(O[Si](C)(C)C)[CH2:24][CH2:23]1)C.C(O)(=O)C.C([BH3-])#N.[Na+], predict the reaction product. The product is: [CH:22]1([N:4]2[CH2:5][CH2:6][CH2:7][N:1]([C:8]3[CH:18]=[CH:17][C:11]([C:12]([O:14][CH2:15][CH3:16])=[O:13])=[CH:10][CH:9]=3)[CH2:2][CH2:3]2)[CH2:24][CH2:23]1. (5) Given the reactants [CH:1]1[CH:6]=C2C=CC(O)=C(C3C4C(=CC=CC=4)C=CC=3O)C2=C[CH:2]=1.CC(O)C.C([Sn](CC=C)(CC=C)CC=C)C=C.[Cl:40][CH2:41][CH2:42][C:43]([C:45]1[CH:50]=[CH:49][C:48]([F:51])=[CH:47][CH:46]=1)=[O:44], predict the reaction product. The product is: [Cl:40][CH2:41][CH2:42][C:43]([C:45]1[CH:46]=[CH:47][C:48]([F:51])=[CH:49][CH:50]=1)([OH:44])[CH2:6][CH:1]=[CH2:2]. (6) Given the reactants [C:1](Cl)(=[O:8])[C:2]1[CH:7]=[CH:6][CH:5]=[CH:4][CH:3]=1.[NH2:10][C:11]1[N:15](C(OC(C)(C)C)=O)[N:14]=[C:13]([CH2:23][CH2:24][C:25]2[CH:30]=[C:29]([O:31][CH3:32])[CH:28]=[C:27]([O:33][CH3:34])[CH:26]=2)[CH:12]=1.N1C=CC=CC=1.C(O)(C(F)(F)F)=O, predict the reaction product. The product is: [CH3:32][O:31][C:29]1[CH:30]=[C:25]([CH2:24][CH2:23][C:13]2[CH:12]=[C:11]([NH:10][C:1](=[O:8])[C:2]3[CH:7]=[CH:6][CH:5]=[CH:4][CH:3]=3)[NH:15][N:14]=2)[CH:26]=[C:27]([O:33][CH3:34])[CH:28]=1. (7) Given the reactants Br[C:2]1[C:15]2[C:14](=[O:16])[N:13]([CH2:17][CH:18]3[CH2:23][CH2:22][O:21][CH2:20][CH2:19]3)[C:12](=[O:24])[C:11]3=[CH:25][C:26](Br)=[C:8]4[C:9]([C:10]=23)=[C:4]([C:5](=[O:36])[N:6]([CH2:29][CH:30]2[CH2:35][CH2:34][O:33][CH2:32][CH2:31]2)[C:7]4=[O:28])[CH:3]=1.[NH2:37][CH2:38][CH2:39][CH2:40][N:41]1[CH2:46][CH2:45][N:44]([CH3:47])[CH2:43][CH2:42]1, predict the reaction product. The product is: [CH3:47][N:44]1[CH2:43][CH2:42][N:41]([CH2:40][CH2:39][CH2:38][NH:37][C:2]2[C:15]3[C:14](=[O:16])[N:13]([CH2:17][CH:18]4[CH2:23][CH2:22][O:21][CH2:20][CH2:19]4)[C:12](=[O:24])[C:11]4=[CH:25][C:26]([NH:37][CH2:38][CH2:39][CH2:40][N:41]5[CH2:42][CH2:43][N:44]([CH3:47])[CH2:45][CH2:46]5)=[C:8]5[C:9]([C:10]=34)=[C:4]([C:5](=[O:36])[N:6]([CH2:29][CH:30]3[CH2:35][CH2:34][O:33][CH2:32][CH2:31]3)[C:7]5=[O:28])[CH:3]=2)[CH2:46][CH2:45]1.